Task: Regression/Classification. Given a drug SMILES string, predict its absorption, distribution, metabolism, or excretion properties. Task type varies by dataset: regression for continuous measurements (e.g., permeability, clearance, half-life) or binary classification for categorical outcomes (e.g., BBB penetration, CYP inhibition). Dataset: cyp2d6_veith.. Dataset: CYP2D6 inhibition data for predicting drug metabolism from PubChem BioAssay (1) The compound is [N-]=[N+]=NCC(O)CN=[N+]=[N-]. The result is 0 (non-inhibitor). (2) The molecule is COc1ccc(C(=O)N2CCC3(CC2)CCN(c2cccc(-c4ccccc4)c2)CC3)cc1. The result is 0 (non-inhibitor). (3) The compound is COc1ccc(C(=O)COC(=O)c2ccc(NC(=O)c3ccccc3)cc2)cc1. The result is 0 (non-inhibitor). (4) The drug is Cc1nn(Cc2c(Cl)cccc2Cl)c(C)c1NC(=O)c1cnn2c(C(F)F)cc(-c3ccccc3)nc12. The result is 0 (non-inhibitor). (5) The compound is O=C(Nc1cccc(F)c1)N1CC2(CCN(C(=O)c3cc(C(F)(F)F)cc(C(F)(F)F)c3)CC2)C1. The result is 0 (non-inhibitor). (6) The molecule is C[C@@H]1NCCc2cc(O)c(O)cc21. The result is 0 (non-inhibitor). (7) The drug is Cc1ccc(N(C)C(=O)Oc2cccc3ccc(C)nc23)cc1. The result is 0 (non-inhibitor).